From a dataset of Catalyst prediction with 721,799 reactions and 888 catalyst types from USPTO. Predict which catalyst facilitates the given reaction. (1) Reactant: [C:1](=[O:13])([O:3][C:4]1[CH:9]=[CH:8][C:7]([N+:10]([O-:12])=[O:11])=[CH:6][CH:5]=1)[NH2:2].[F:14][C:15]1[CH:28]=[C:27]([N+:29]([O-:31])=[O:30])[CH:26]=[CH:25][C:16]=1[O:17][C:18]1[CH:23]=[CH:22][N:21]=[C:20](N)[CH:19]=1.CCN(C(C)C)C(C)C. Product: [F:14][C:15]1[CH:28]=[C:27]([N+:29]([O-:31])=[O:30])[CH:26]=[CH:25][C:16]=1[O:17][C:18]1[CH:19]=[CH:20][N:21]=[C:22]([NH:2][C:1](=[O:13])[O:3][C:4]2[CH:5]=[CH:6][C:7]([N+:10]([O-:12])=[O:11])=[CH:8][CH:9]=2)[CH:23]=1. The catalyst class is: 49. (2) Product: [CH2:1]([O:5][C:6]1[CH:7]=[CH:8][C:9]([CH2:12][C@H:13]([NH:18][C:19]([C@@H:21](/[CH:30]=[CH:31]/[CH2:32][CH2:33][CH2:34][CH2:35][CH2:36][CH2:37][O:38][CH2:39][CH2:40][CH2:41][CH2:42][CH2:43][CH2:44][CH3:45])[C@@:22]([OH:29])([CH2:26][CH2:27][CH3:28])[C:23]([OH:25])=[O:24])=[O:20])[C:14]([O:16][CH3:17])=[O:15])=[CH:10][CH:11]=1)[C:2]#[C:3][CH3:4]. The catalyst class is: 4. Reactant: [CH2:1]([O:5][C:6]1[CH:11]=[CH:10][C:9]([CH2:12][C@H:13]([NH:18][C:19]([C@@H:21](/[CH:30]=[CH:31]/[CH2:32][CH2:33][CH2:34][CH2:35][CH2:36][CH2:37][O:38][CH2:39][CH2:40][CH2:41][CH2:42][CH2:43][CH2:44][CH3:45])[C@@:22]([OH:29])([CH2:26][CH2:27][CH3:28])[C:23]([O-:25])=[O:24])=[O:20])[C:14]([O:16][CH3:17])=[O:15])=[CH:8][CH:7]=1)[C:2]#[C:3][CH3:4].FC(F)(F)C(O)=O. (3) Reactant: C1(C)C=CC(S(OCCCCCC[C:17]2[CH:22]=[CH:21][C:20]([C:23]3[CH:28]=[CH:27][C:26]([Br:29])=[CH:25][CH:24]=3)=[CH:19][CH:18]=2)(=O)=O)=CC=1.[OH-:31].[K+].[CH:33]1([CH2:37][OH:38])[CH2:36][CH2:35][CH2:34]1. Product: [Br:29][C:26]1[CH:25]=[CH:24][C:23]([C:20]2[CH:19]=[CH:18][C:17]([O:31][CH2:21][CH2:22][CH2:17][CH2:18][CH2:19][CH2:20][O:38][CH2:37][CH:33]3[CH2:36][CH2:35][CH2:34]3)=[CH:22][CH:21]=2)=[CH:28][CH:27]=1. The catalyst class is: 16. (4) Reactant: [F:1][C:2]1[CH:7]=[CH:6][CH:5]=[CH:4][C:3]=1[C:8](=O)[CH2:9][CH:10]([C:13]#[N:14])[C:11]#[N:12].[C:16]([OH:24])(=[S:23])[C:17]1[CH:22]=[CH:21][CH:20]=[CH:19][CH:18]=1.C(N(CC)CC)C.O. Product: [C:17]1([C:16](=[O:24])[S:23][C:11]2[NH:12][C:8]([C:3]3[CH:4]=[CH:5][CH:6]=[CH:7][C:2]=3[F:1])=[CH:9][C:10]=2[C:13]#[N:14])[CH:22]=[CH:21][CH:20]=[CH:19][CH:18]=1. The catalyst class is: 5.